Task: Predict the reaction yield, written as a fraction of the theoretical maximum amount of product (1.0 means a 100% yield; for example, 0.34 means a 34% yield).. Dataset: Reaction yield outcomes from USPTO patents with 853,638 reactions (1) The product is [OH:4][CH2:5][C:6]1[C:7]([N:36]2[CH2:48][CH2:47][N:39]3[C:40]4[CH2:41][CH2:42][CH2:43][CH2:44][C:45]=4[CH:46]=[C:38]3[C:37]2=[O:49])=[N:8][CH:9]=[CH:10][C:11]=1[C:12]1[CH:17]=[C:16]([NH:18][C:19]2[N:20]=[CH:21][N:22]([CH:24]3[CH2:29][CH2:28][N:27]([CH:30]4[CH2:33][O:32][CH2:31]4)[CH2:26][CH2:25]3)[CH:23]=2)[C:15](=[O:34])[N:14]([CH3:35])[CH:13]=1. The reactants are C([O:4][CH2:5][C:6]1[C:7]([N:36]2[CH2:48][CH2:47][N:39]3[C:40]4[CH2:41][CH2:42][CH2:43][CH2:44][C:45]=4[CH:46]=[C:38]3[C:37]2=[O:49])=[N:8][CH:9]=[CH:10][C:11]=1[C:12]1[CH:17]=[C:16]([NH:18][C:19]2[N:20]=[CH:21][N:22]([CH:24]3[CH2:29][CH2:28][N:27]([CH:30]4[CH2:33][O:32][CH2:31]4)[CH2:26][CH2:25]3)[CH:23]=2)[C:15](=[O:34])[N:14]([CH3:35])[CH:13]=1)(=O)C.[OH-].[Li+]. The catalyst is C(O)(C)C.C1COCC1.O. The yield is 0.300. (2) The reactants are [CH2:1]([C:4]([C:28]1[S:32][C:31]([C:33](O)=[O:34])=[CH:30][CH:29]=1)([CH2:8][O:9][C:10]1[CH:15]=[C:14]([CH3:16])[C:13]([C:17]2[CH:22]=[CH:21][C:20]([C:23]([F:26])([F:25])[F:24])=[CH:19][CH:18]=2)=[C:12]([CH3:27])[CH:11]=1)[CH2:5][CH:6]=[CH2:7])[CH:2]=[CH2:3].Cl.[CH3:37][O:38][C:39](=[O:43])[CH2:40][CH2:41][NH2:42].O.ON1C2C=CC=CC=2N=N1.C(N(CC)C(C)C)(C)C.Cl.CN(C)CCCN=C=NCC. The catalyst is CN(C=O)C.O. The product is [CH3:37][O:38][C:39](=[O:43])[CH2:40][CH2:41][NH:42][C:33]([C:31]1[S:32][C:28]([C:4]([CH2:5][CH:6]=[CH2:7])([CH2:8][O:9][C:10]2[CH:11]=[C:12]([CH3:27])[C:13]([C:17]3[CH:18]=[CH:19][C:20]([C:23]([F:24])([F:26])[F:25])=[CH:21][CH:22]=3)=[C:14]([CH3:16])[CH:15]=2)[CH2:1][CH:2]=[CH2:3])=[CH:29][CH:30]=1)=[O:34]. The yield is 0.700. (3) The reactants are [CH3:1][CH:2]([CH3:8])[CH2:3][CH2:4][C:5](=[O:7])[CH3:6].[CH2:9]([O:11][C:12](=[O:18])[C:13](OCC)=[O:14])[CH3:10].CC[O-].[Na+]. No catalyst specified. The product is [CH2:9]([O:11][C:12](=[O:18])[C:13](=[O:14])[CH2:6][C:5](=[O:7])[CH2:4][CH2:3][CH:2]([CH3:8])[CH3:1])[CH3:10]. The yield is 0.703. (4) The catalyst is ClCCl. The product is [Br:7][C:8]1[CH:13]=[CH:12][C:11]([C@@H:14]([N:16]=[C:1]=[O:4])[CH3:15])=[CH:10][CH:9]=1. The reactants are [C:1](=[O:4])(O)[O-].[Na+].O.[Br:7][C:8]1[CH:13]=[CH:12][C:11]([C@@H:14]([NH2:16])[CH3:15])=[CH:10][CH:9]=1.ClC(Cl)(OC(=O)OC(Cl)(Cl)Cl)Cl. The yield is 0.794. (5) The reactants are Br[C:2]1[CH:3]=[C:4]([NH:10][C:11]2[CH:16]=[CH:15][CH:14]=[CH:13][N:12]=2)[C:5](=[O:9])[N:6]([CH3:8])[CH:7]=1.[B:17]1([B:17]2[O:21][C:20]([CH3:23])([CH3:22])[C:19]([CH3:25])([CH3:24])[O:18]2)[O:21][C:20]([CH3:23])([CH3:22])[C:19]([CH3:25])([CH3:24])[O:18]1.CC(C1C=C(C(C)C)C(C2C=CC=CC=2P(C2CCCCC2)C2CCCCC2)=C(C(C)C)C=1)C.C([O-])(=O)C.[K+]. The catalyst is C1C=CC(/C=C/C(/C=C/C2C=CC=CC=2)=O)=CC=1.C1C=CC(/C=C/C(/C=C/C2C=CC=CC=2)=O)=CC=1.C1C=CC(/C=C/C(/C=C/C2C=CC=CC=2)=O)=CC=1.[Pd].[Pd].O1CCOCC1. The product is [CH3:8][N:6]1[CH:7]=[C:2]([B:17]2[O:21][C:20]([CH3:23])([CH3:22])[C:19]([CH3:25])([CH3:24])[O:18]2)[CH:3]=[C:4]([NH:10][C:11]2[CH:16]=[CH:15][CH:14]=[CH:13][N:12]=2)[C:5]1=[O:9]. The yield is 0.960. (6) The reactants are [CH2:1]([C:3]1[CH:4]=[CH:5][C:6]([F:24])=[C:7]([N:9]([CH2:18][C:19]2[CH:23]=[CH:22][NH:21][N:20]=2)[C:10]2[CH:17]=[CH:16][C:13]([C:14]#[N:15])=[CH:12][CH:11]=2)[CH:8]=1)[CH3:2].N1C=CC=CC=1.[C:31]1(B(O)O)[CH:36]=[CH:35][CH:34]=[CH:33][CH:32]=1. The catalyst is C(Cl)Cl.CCOC(C)=O.CC([O-])=O.CC([O-])=O.[Cu+2]. The product is [CH2:1]([C:3]1[CH:4]=[CH:5][C:6]([F:24])=[C:7]([N:9]([CH2:18][C:19]2[CH:23]=[CH:22][N:21]([C:31]3[CH:36]=[CH:35][CH:34]=[CH:33][CH:32]=3)[N:20]=2)[C:10]2[CH:17]=[CH:16][C:13]([C:14]#[N:15])=[CH:12][CH:11]=2)[CH:8]=1)[CH3:2]. The yield is 0.450.